Dataset: Reaction yield outcomes from USPTO patents with 853,638 reactions. Task: Predict the reaction yield, written as a fraction of the theoretical maximum amount of product (1.0 means a 100% yield; for example, 0.34 means a 34% yield). (1) The reactants are [O:1]=[C:2]1[NH:6][C:5](=[O:7])[CH:4]([CH2:8][C:9]2[CH:21]=[CH:20][C:12]([O:13][CH2:14][C:15]([O:17]CC)=[O:16])=[CH:11][CH:10]=2)[S:3]1.C([O-])([O-])=O.[Na+].[Na+]. The catalyst is CO.O. The product is [O:1]=[C:2]1[NH:6][C:5](=[O:7])[CH:4]([CH2:8][C:9]2[CH:21]=[CH:20][C:12]([O:13][CH2:14][C:15]([OH:17])=[O:16])=[CH:11][CH:10]=2)[S:3]1. The yield is 0.800. (2) The catalyst is ClCCl.[OH-].[Pd+2].NC1C(N)=CC2CCN(C(=O)C(F)(F)F)CCC=2C=1.[OH-].C(OCC)(=O)C.CO. The product is [NH2:21][C:20]1[C:4]([NH2:1])=[CH:5][C:6]2[CH2:12][CH2:11][N:10]([C:13](=[O:18])[C:14]([F:17])([F:15])[F:16])[CH2:9][CH2:8][C:7]=2[CH:19]=1. The reactants are [N+:1]([C:4]1[C:20]([N+:21]([O-])=O)=[CH:19][C:7]2[CH2:8][CH2:9][N:10]([C:13](=[O:18])[C:14]([F:17])([F:16])[F:15])[CH2:11][CH2:12][C:6]=2[CH:5]=1)([O-])=O.FC(F)(F)S(O)(=O)=O.FC(F)(F)C(N1CCC2C=CC=CC=2CC1)=O.O. The yield is 0.990. (3) The reactants are [H-].[Na+].[C:3]([O:7][C:8]([N:10]([CH2:21][CH:22]=[CH2:23])[CH2:11][C:12]1[CH:13]=[CH:14][CH:15]=[C:16]2[C:20]=1[NH:19][CH:18]=[CH:17]2)=[O:9])([CH3:6])([CH3:5])[CH3:4].[CH2:24](Br)[CH:25]=[CH2:26]. The catalyst is CN(C)C=O.C(OCC)(=O)C. The product is [C:3]([O:7][C:8]([N:10]([CH2:21][CH:22]=[CH2:23])[CH2:11][C:12]1[CH:13]=[CH:14][CH:15]=[C:16]2[C:20]=1[N:19]([CH2:26][CH:25]=[CH2:24])[CH:18]=[CH:17]2)=[O:9])([CH3:6])([CH3:5])[CH3:4]. The yield is 0.910.